This data is from Reaction yield outcomes from USPTO patents with 853,638 reactions. The task is: Predict the reaction yield, written as a fraction of the theoretical maximum amount of product (1.0 means a 100% yield; for example, 0.34 means a 34% yield). (1) The reactants are [CH2:1]([O:3][C:4]1[CH:5]=[C:6]([CH2:18][OH:19])[CH:7]=[C:8]([O:15][CH2:16][CH3:17])[C:9]=1[N:10]1[CH:14]=[CH:13][CH:12]=[CH:11]1)[CH3:2]. The catalyst is C1(C)C=CC=CC=1.O=[Mn]=O. The yield is 0.890. The product is [CH2:16]([O:15][C:8]1[CH:7]=[C:6]([CH:5]=[C:4]([O:3][CH2:1][CH3:2])[C:9]=1[N:10]1[CH:14]=[CH:13][CH:12]=[CH:11]1)[CH:18]=[O:19])[CH3:17]. (2) The reactants are [CH3:1][C:2]1[O:6][C:5]([C:7]2[C:8]3[N:16]=[N:15][N:14]([CH2:17][C:18]4[CH:23]=[C:22]([N+:24]([O-])=[O:25])[CH:21]=[CH:20][N:19]=4)[C:9]=3[N:10]=[C:11]([NH2:13])[N:12]=2)=[CH:4][CH:3]=1.[Cl-].[NH4+]. The catalyst is CCO.CO.O.[Zn]. The product is [OH:25][NH:24][C:22]1[CH:21]=[CH:20][N:19]=[C:18]([CH2:17][N:14]2[C:9]3[N:10]=[C:11]([NH2:13])[N:12]=[C:7]([C:5]4[O:6][C:2]([CH3:1])=[CH:3][CH:4]=4)[C:8]=3[N:16]=[N:15]2)[CH:23]=1. The yield is 0.730. (3) The reactants are [NH2:1][C:2]1[CH:17]=[CH:16][CH:15]=[C:14]([O:18]C)[C:3]=1[C:4]([NH:6][CH2:7][C:8]1[CH:13]=[CH:12][CH:11]=[CH:10][CH:9]=1)=[O:5].C(S)CCCCCCCCCCC.C[O-].[Na+]. The catalyst is CN(C=O)C. The product is [NH2:1][C:2]1[CH:17]=[CH:16][CH:15]=[C:14]([OH:18])[C:3]=1[C:4]([NH:6][CH2:7][C:8]1[CH:13]=[CH:12][CH:11]=[CH:10][CH:9]=1)=[O:5]. The yield is 0.820. (4) The yield is 0.140. The catalyst is ClCCl. The reactants are [Cr](Cl)([O-])(=O)=O.[NH+]1C=CC=CC=1.[CH2:12]([OH:28])[CH2:13][CH2:14][CH2:15][CH2:16][CH2:17][CH2:18][CH2:19][CH2:20][CH2:21]/[CH:22]=[CH:23]\[CH2:24][CH2:25][CH2:26][CH3:27]. The product is [CH:12](=[O:28])[CH2:13][CH2:14][CH2:15][CH2:16][CH2:17][CH2:18][CH2:19][CH2:20][CH2:21]/[CH:22]=[CH:23]\[CH2:24][CH2:25][CH2:26][CH3:27]. (5) The reactants are C(O[C@H:5]1[O:22][C@H:21]([CH2:23][O:24][C:25](=[O:27])[CH3:26])[C@@H:16]([O:17][C:18](=[O:20])[CH3:19])[C@H:11]([O:12][C:13](=[O:15])[CH3:14])[C@H:6]1[O:7][C:8](=[O:10])[CH3:9])(=O)C.C[Si]([N:32]=[N+:33]=[N-:34])(C)C.[Sn](Cl)(Cl)(Cl)Cl. The catalyst is C(Cl)Cl. The product is [C:8]([O:7][C@@H:6]1[C@@H:11]([O:12][C:13](=[O:15])[CH3:14])[C@H:16]([O:17][C:18](=[O:20])[CH3:19])[C@@H:21]([CH2:23][O:24][C:25](=[O:27])[CH3:26])[O:22][C@@H:5]1[N:32]=[N+:33]=[N-:34])(=[O:10])[CH3:9]. The yield is 0.820.